The task is: Predict the reactants needed to synthesize the given product.. This data is from Full USPTO retrosynthesis dataset with 1.9M reactions from patents (1976-2016). (1) Given the product [CH3:21][O:20][C:18](=[O:19])[CH2:17][C@H:16]1[CH2:22][O:23][C:3]([CH3:5])([CH3:4])[N:15]1[C:13]([O:12][C:8]([CH3:9])([CH3:11])[CH3:10])=[O:14], predict the reactants needed to synthesize it. The reactants are: CO[C:3](OC)([CH3:5])[CH3:4].[C:8]([O:12][C:13]([NH:15][C@H:16]([CH2:22][OH:23])[CH2:17][C:18]([O:20][CH3:21])=[O:19])=[O:14])([CH3:11])([CH3:10])[CH3:9].C(=O)(O)[O-].[Na+]. (2) Given the product [NH2:12][C:9]1[CH:10]=[CH:11][C:6]([N:2]([CH3:1])[C:3]([NH2:5])=[O:4])=[CH:7][CH:8]=1, predict the reactants needed to synthesize it. The reactants are: [CH3:1][N:2]([C:6]1[CH:11]=[CH:10][C:9]([N+:12]([O-])=O)=[CH:8][CH:7]=1)[C:3]([NH2:5])=[O:4]. (3) The reactants are: [CH3:1][NH:2][CH2:3][C:4]1[CH:12]=[CH:11][CH:10]=[C:9]2[C:5]=1[CH:6]=[CH:7][N:8]2[CH3:13].Cl.[O:15]=[C:16]1[NH:25][C:24]2[N:23]=[CH:22][C:21]([CH:26]=[CH:27][C:28](O)=[O:29])=[CH:20][C:19]=2[CH2:18][CH2:17]1.C1C=CC2N(O)N=NC=2C=1.CCN(C(C)C)C(C)C.CCN=C=NCCCN(C)C.Cl. Given the product [CH3:1][N:2]([CH2:3][C:4]1[CH:12]=[CH:11][CH:10]=[C:9]2[C:5]=1[CH:6]=[CH:7][N:8]2[CH3:13])[C:28](=[O:29])/[CH:27]=[CH:26]/[C:21]1[CH:22]=[N:23][C:24]2[NH:25][C:16](=[O:15])[CH2:17][CH2:18][C:19]=2[CH:20]=1, predict the reactants needed to synthesize it. (4) Given the product [Cl:23][CH:24]([C:28]1[CH:33]=[CH:32][CH:31]=[CH:30][CH:29]=1)[C:25]([NH:2][C:3]1[CH:8]=[CH:7][CH:6]=[C:5]([CH2:9][CH3:10])[C:4]=1[OH:11])=[O:26], predict the reactants needed to synthesize it. The reactants are: Br.[NH2:2][C:3]1[CH:8]=[CH:7][CH:6]=[C:5]([CH2:9][CH3:10])[C:4]=1[OH:11].C(OCC)(=O)C.C(=O)([O-])O.[Na+].[Cl:23][CH:24]([C:28]1[CH:33]=[CH:32][CH:31]=[CH:30][CH:29]=1)[C:25](Cl)=[O:26]. (5) The reactants are: [Cl:1][C:2]1[CH:3]=[C:4]([NH2:10])[CH:5]=[CH:6][C:7]=1[O:8][CH3:9].C(N(CC)CC)C.[C:18](Cl)(=[O:20])[CH3:19]. Given the product [Cl:1][C:2]1[CH:3]=[C:4]([NH:10][C:18](=[O:20])[CH3:19])[CH:5]=[CH:6][C:7]=1[O:8][CH3:9], predict the reactants needed to synthesize it. (6) Given the product [F:10][C:11]1[CH:12]=[C:13]([CH:24]=[CH:25][CH:26]=1)[CH2:14][O:15][C:16]1[CH:23]=[CH:22][C:19]([CH:20]=[N:2][C@H:3]([CH3:4])[C:5]([NH2:7])=[O:6])=[CH:18][CH:17]=1, predict the reactants needed to synthesize it. The reactants are: Cl.[NH2:2][C@@H:3]([C:5]([NH2:7])=[O:6])[CH3:4].CO.[F:10][C:11]1[CH:12]=[C:13]([CH:24]=[CH:25][CH:26]=1)[CH2:14][O:15][C:16]1[CH:23]=[CH:22][C:19]([CH:20]=O)=[CH:18][CH:17]=1. (7) Given the product [CH3:1][Si:2]([CH3:42])([CH3:41])[CH2:3][CH2:4][O:5][CH2:6][N:7]([CH2:33][O:34][CH2:35][CH2:36][Si:37]([CH3:40])([CH3:39])[CH3:38])[C:8]1[N:13]2[N:14]=[CH:15][C:16]([C:52]3[CH:51]=[N:50][C:49]([C:43]4[CH:48]=[CH:47][CH:46]=[CH:45][CH:44]=4)=[CH:54][CH:53]=3)=[C:12]2[N:11]=[C:10]([C:18]2[CH2:19][C@@H:20]3[N:25]([C:26]([O:28][C:29]([CH3:32])([CH3:31])[CH3:30])=[O:27])[C@H:23]([CH:24]=2)[CH2:22][CH2:21]3)[CH:9]=1, predict the reactants needed to synthesize it. The reactants are: [CH3:1][Si:2]([CH3:42])([CH3:41])[CH2:3][CH2:4][O:5][CH2:6][N:7]([CH2:33][O:34][CH2:35][CH2:36][Si:37]([CH3:40])([CH3:39])[CH3:38])[C:8]1[N:13]2[N:14]=[CH:15][C:16](I)=[C:12]2[N:11]=[C:10]([C:18]2[CH2:19][C@@H:20]3[N:25]([C:26]([O:28][C:29]([CH3:32])([CH3:31])[CH3:30])=[O:27])[C@H:23]([CH:24]=2)[CH2:22][CH2:21]3)[CH:9]=1.[C:43]1([C:49]2[CH:54]=[CH:53][C:52](B3OC(C)(C)C(C)(C)O3)=[CH:51][N:50]=2)[CH:48]=[CH:47][CH:46]=[CH:45][CH:44]=1. (8) The reactants are: [Cl:1][C:2]1[C:3]([CH2:8][NH:9][C:10]([C@@H:12]2[CH2:17][N:16]3[C:18](=[O:21])[O:19][CH2:20][C@H:15]3[CH2:14][CH2:13]2)=O)=[N:4][CH:5]=[CH:6][N:7]=1.O=P(Cl)(Cl)Cl.C([O-])(O)=O.[Na+]. Given the product [Cl:1][C:2]1[C:3]2[N:4]([C:10]([C@H:12]3[CH2:17][N:16]4[C:18](=[O:21])[O:19][CH2:20][C@@H:15]4[CH2:14][CH2:13]3)=[N:9][CH:8]=2)[CH:5]=[CH:6][N:7]=1, predict the reactants needed to synthesize it. (9) Given the product [Cl:1][C:2]1[CH:7]=[CH:6][C:5]([B:8]2[O:9][C:16]([CH3:18])([CH3:17])[C:13]([CH3:15])([CH3:14])[O:10]2)=[C:4]([OH:11])[CH:3]=1, predict the reactants needed to synthesize it. The reactants are: [Cl:1][C:2]1[CH:7]=[CH:6][C:5]([B:8]([OH:10])[OH:9])=[C:4]([OH:11])[CH:3]=1.O[C:13]([C:16](O)([CH3:18])[CH3:17])([CH3:15])[CH3:14].